This data is from Reaction yield outcomes from USPTO patents with 853,638 reactions. The task is: Predict the reaction yield, written as a fraction of the theoretical maximum amount of product (1.0 means a 100% yield; for example, 0.34 means a 34% yield). (1) The reactants are Cl[C:2]1[CH:3]=[CH:4][C:5]2[N:6]=[CH:7][N:8]=[C:9]([NH:12][CH:13]3[CH2:15][CH2:14]3)[C:10]=2[N:11]=1.[Cl:16][C:17]1[C:22]([NH:23][S:24]([C:27]2[CH:32]=[CH:31][C:30]([F:33])=[CH:29][C:28]=2[F:34])(=[O:26])=[O:25])=[CH:21][C:20](B2OC(C)(C)C(C)(C)O2)=[CH:19][N:18]=1.C(=O)(O)[O-].[Na+]. The catalyst is O1CCOCC1.C1C=CC(P(C2C=CC=CC=2)[C-]2C=CC=C2)=CC=1.C1C=CC(P(C2C=CC=CC=2)[C-]2C=CC=C2)=CC=1.Cl[Pd]Cl.[Fe+2].C(Cl)Cl. The product is [Cl:16][C:17]1[C:22]([NH:23][S:24]([C:27]2[CH:32]=[CH:31][C:30]([F:33])=[CH:29][C:28]=2[F:34])(=[O:26])=[O:25])=[CH:21][C:20]([C:2]2[CH:3]=[CH:4][C:5]3[N:6]=[CH:7][N:8]=[C:9]([NH:12][CH:13]4[CH2:15][CH2:14]4)[C:10]=3[N:11]=2)=[CH:19][N:18]=1. The yield is 0.530. (2) The reactants are [O:1]1[C:5]([CH2:6][C:7]([OH:9])=O)=[CH:4][N:3]=[CH:2]1.[CH:10]1([O:14][C:15]2[CH:16]=[C:17]([N:23]3[CH2:28][CH2:27][NH:26][C@@H:25]([CH2:29][CH:30]([CH3:32])[CH3:31])[CH2:24]3)[CH:18]=[CH:19][C:20]=2[O:21][CH3:22])[CH2:13][CH2:12][CH2:11]1. No catalyst specified. The product is [CH:10]1([O:14][C:15]2[CH:16]=[C:17]([N:23]3[CH2:28][CH2:27][N:26]([C:7](=[O:9])[CH2:6][C:5]4[O:1][CH:2]=[N:3][CH:4]=4)[C@@H:25]([CH2:29][CH:30]([CH3:32])[CH3:31])[CH2:24]3)[CH:18]=[CH:19][C:20]=2[O:21][CH3:22])[CH2:11][CH2:12][CH2:13]1. The yield is 0.0400. (3) The reactants are Cl[C:2]1[N:3]=[C:4]([N:21]2[CH2:26][CH2:25][O:24][CH2:23][CH2:22]2)[C:5]2[S:10][C:9]([CH2:11][N:12]3[CH2:17][CH2:16][CH:15]([N:18]([CH3:20])[CH3:19])[CH2:14][CH2:13]3)=[CH:8][C:6]=2[N:7]=1.[Cl:27][C:28]1[CH:37]=[C:36]2[C:31]([C:32](B3OC(C)(C)C(C)(C)O3)=[CH:33][CH:34]=[N:35]2)=[CH:30][CH:29]=1.C(=O)([O-])[O-].[Na+].[Na+]. The catalyst is Cl[Pd](Cl)([P](C1C=CC=CC=1)(C1C=CC=CC=1)C1C=CC=CC=1)[P](C1C=CC=CC=1)(C1C=CC=CC=1)C1C=CC=CC=1.C(#N)C. The product is [Cl:27][C:28]1[CH:37]=[C:36]2[C:31]([C:32]([C:2]3[N:3]=[C:4]([N:21]4[CH2:22][CH2:23][O:24][CH2:25][CH2:26]4)[C:5]4[S:10][C:9]([CH2:11][N:12]5[CH2:13][CH2:14][CH:15]([N:18]([CH3:19])[CH3:20])[CH2:16][CH2:17]5)=[CH:8][C:6]=4[N:7]=3)=[CH:33][CH:34]=[N:35]2)=[CH:30][CH:29]=1. The yield is 0.430. (4) The reactants are [NH2:1][C:2]1[CH:11]=[CH:10][C:5]2[NH:6][C:7](=[O:9])[O:8][C:4]=2[CH:3]=1.[Cl:12][C:13]1[N:18]=[C:17](Cl)[C:16]([CH3:20])=[CH:15][N:14]=1.CO. The catalyst is O. The product is [Cl:12][C:13]1[N:18]=[C:17]([NH:1][C:2]2[CH:11]=[CH:10][C:5]3[NH:6][C:7](=[O:9])[O:8][C:4]=3[CH:3]=2)[C:16]([CH3:20])=[CH:15][N:14]=1. The yield is 0.860.